Dataset: Catalyst prediction with 721,799 reactions and 888 catalyst types from USPTO. Task: Predict which catalyst facilitates the given reaction. (1) Reactant: [CH:1]1([CH:7]([OH:32])[CH:8]([C:25]2[CH:30]=[CH:29][CH:28]=[CH:27][C:26]=2[F:31])[CH2:9][CH2:10][N:11]2[CH2:16][CH2:15][N:14]([C:17]3[CH:22]=[CH:21][CH:20]=[CH:19][C:18]=3[O:23][CH3:24])[CH2:13][CH2:12]2)[CH2:6][CH2:5][CH2:4][CH2:3][CH2:2]1.[CH2:33]([N:35]=[C:36]=[O:37])[CH3:34].O. Product: [CH:1]1([CH:7]([O:32][C:36]([NH:35][CH2:33][CH3:34])=[O:37])[CH:8]([C:25]2[CH:30]=[CH:29][CH:28]=[CH:27][C:26]=2[F:31])[CH2:9][CH2:10][N:11]2[CH2:16][CH2:15][N:14]([C:17]3[CH:22]=[CH:21][CH:20]=[CH:19][C:18]=3[O:23][CH3:24])[CH2:13][CH2:12]2)[CH2:6][CH2:5][CH2:4][CH2:3][CH2:2]1. The catalyst class is: 17. (2) Reactant: [Cl:1][C:2]1[CH:7]=[CH:6][C:5]([CH2:8][CH2:9][N:10]2[C:14]3[N:15]=[C:16]([C:19]#[N:20])[N:17]=[CH:18][C:13]=3[CH:12]=[C:11]2[CH2:21][O:22][C:23]2[CH:28]=[CH:27][C:26]([N:29]3[CH2:34][CH2:33][NH:32][CH2:31][CH2:30]3)=[CH:25][C:24]=2[F:35])=[CH:4][CH:3]=1.CCN(CC)CC.[C:43](Cl)(=[O:45])[CH3:44].CO. Product: [C:43]([N:32]1[CH2:33][CH2:34][N:29]([C:26]2[CH:27]=[CH:28][C:23]([O:22][CH2:21][C:11]3[N:10]([CH2:9][CH2:8][C:5]4[CH:4]=[CH:3][C:2]([Cl:1])=[CH:7][CH:6]=4)[C:14]4[N:15]=[C:16]([C:19]#[N:20])[N:17]=[CH:18][C:13]=4[CH:12]=3)=[C:24]([F:35])[CH:25]=2)[CH2:30][CH2:31]1)(=[O:45])[CH3:44]. The catalyst class is: 2. (3) Reactant: COCCO[AlH2-]OCCOC.[Na+].C1(C)C=CC=CC=1.[NH2:20][C:21]1[C:26]([C:27](OCC)=[O:28])=[C:25]([C:32]2[CH:33]=[C:34]3[C:39](=[CH:40][CH:41]=2)[O:38][CH2:37][CH2:36][CH2:35]3)[C:24]([C:42]([O:44][CH3:45])=[O:43])=[C:23]([CH3:46])[N:22]=1. Product: [NH2:20][C:21]1[C:26]([CH2:27][OH:28])=[C:25]([C:32]2[CH:33]=[C:34]3[C:39](=[CH:40][CH:41]=2)[O:38][CH2:37][CH2:36][CH2:35]3)[C:24]([C:42]([O:44][CH3:45])=[O:43])=[C:23]([CH3:46])[N:22]=1. The catalyst class is: 7. (4) Reactant: [ClH:1].[NH2:2][C:3]1[C:8]([C:9]2[CH:14]=[CH:13][C:12]([NH:15][C:16]([C:18]3[C:23](=[O:24])[C:22]([C:25]4[CH:30]=[CH:29][C:28]([F:31])=[CH:27][CH:26]=4)=[CH:21][N:20]([CH2:32][C:33]([F:36])([F:35])[F:34])[CH:19]=3)=[O:17])=[CH:11][CH:10]=2)=[CH:7][C:6]([C:37]2[CH:42]=[CH:41][C:40]([O:43][CH3:44])=[C:39]([O:45][CH3:46])[CH:38]=2)=[CH:5][N:4]=1. Product: [OH2:17].[ClH:1].[NH2:2][C:3]1[C:8]([C:9]2[CH:10]=[CH:11][C:12]([NH:15][C:16]([C:18]3[C:23](=[O:24])[C:22]([C:25]4[CH:26]=[CH:27][C:28]([F:31])=[CH:29][CH:30]=4)=[CH:21][N:20]([CH2:32][C:33]([F:34])([F:35])[F:36])[CH:19]=3)=[O:17])=[CH:13][CH:14]=2)=[CH:7][C:6]([C:37]2[CH:42]=[CH:41][C:40]([O:43][CH3:44])=[C:39]([O:45][CH3:46])[CH:38]=2)=[CH:5][N:4]=1. The catalyst class is: 6. (5) Reactant: [CH3:1][O:2][C:3]1[CH:8]=[CH:7][C:6]([NH2:9])=[C:5]([CH3:10])[CH:4]=1.C(N(CC)CC)C.[C:18](Cl)(=[O:23])[C:19]([CH3:22])([CH3:21])[CH3:20].O. Product: [CH3:1][O:2][C:3]1[CH:8]=[CH:7][C:6]([NH:9][C:18](=[O:23])[C:19]([CH3:22])([CH3:21])[CH3:20])=[C:5]([CH3:10])[CH:4]=1. The catalyst class is: 1. (6) Reactant: [Cl:1][C:2]1[CH:3]=[C:4]([C@@H:12]([CH2:31][CH:32]2[CH2:36][CH2:35][CH2:34][CH2:33]2)[C:13]([NH:15][C:16]2[CH:20]=[CH:19][N:18]([CH2:21][C:22]3[CH:30]=[CH:29][C:25]([C:26]([OH:28])=O)=[CH:24][CH:23]=3)[N:17]=2)=[O:14])[CH:5]=[CH:6][C:7]=1[S:8]([CH3:11])(=[O:10])=[O:9].C(Cl)(=O)C(Cl)=O.N1C(C)=CC=CC=1C.[CH3:51][O:52][CH2:53][CH2:54][CH2:55][NH2:56]. Product: [Cl:1][C:2]1[CH:3]=[C:4]([C@@H:12]([CH2:31][CH:32]2[CH2:33][CH2:34][CH2:35][CH2:36]2)[C:13]([NH:15][C:16]2[CH:20]=[CH:19][N:18]([CH2:21][C:22]3[CH:23]=[CH:24][C:25]([C:26]([NH:56][CH2:55][CH2:54][CH2:53][O:52][CH3:51])=[O:28])=[CH:29][CH:30]=3)[N:17]=2)=[O:14])[CH:5]=[CH:6][C:7]=1[S:8]([CH3:11])(=[O:10])=[O:9]. The catalyst class is: 2.